The task is: Regression/Classification. Given a drug SMILES string, predict its absorption, distribution, metabolism, or excretion properties. Task type varies by dataset: regression for continuous measurements (e.g., permeability, clearance, half-life) or binary classification for categorical outcomes (e.g., BBB penetration, CYP inhibition). Dataset: cyp3a4_veith.. This data is from CYP3A4 inhibition data for predicting drug metabolism from PubChem BioAssay. (1) The molecule is COc1cc2c(cc1OC)C(C(=O)N1CCN(c3ccccn3)CC1)C(c1cccs1)N(C)C2=O. The result is 1 (inhibitor). (2) The compound is O=C(CSc1nnc(-c2cccnc2)o1)Oc1ccccc1. The result is 0 (non-inhibitor).